This data is from Catalyst prediction with 721,799 reactions and 888 catalyst types from USPTO. The task is: Predict which catalyst facilitates the given reaction. Reactant: [NH2:1][C:2]1[CH:7]=[CH:6][C:5]([C:8]2[C:16]3[C:11](=[N:12][CH:13]=[N:14][C:15]=3[NH2:17])[N:10]([C@H:18]3[CH2:23][CH2:22][C@H:21]([N:24]4[CH2:29][CH2:28][N:27]([CH3:30])[CH2:26][CH2:25]4)[CH2:20][CH2:19]3)[N:9]=2)=[CH:4][C:3]=1[O:31][CH3:32].[CH3:33][C:34]([CH3:45])([CH2:38][C:39]1[CH:44]=[CH:43][CH:42]=[CH:41][CH:40]=1)[C:35](Cl)=[O:36]. Product: [NH2:17][C:15]1[N:14]=[CH:13][N:12]=[C:11]2[N:10]([C@H:18]3[CH2:23][CH2:22][C@H:21]([N:24]4[CH2:25][CH2:26][N:27]([CH3:30])[CH2:28][CH2:29]4)[CH2:20][CH2:19]3)[N:9]=[C:8]([C:5]3[CH:6]=[CH:7][C:2]([NH:1][C:35](=[O:36])[C:34]([CH3:33])([CH3:45])[CH2:38][C:39]4[CH:44]=[CH:43][CH:42]=[CH:41][CH:40]=4)=[C:3]([O:31][CH3:32])[CH:4]=3)[C:16]=12. The catalyst class is: 17.